From a dataset of Catalyst prediction with 721,799 reactions and 888 catalyst types from USPTO. Predict which catalyst facilitates the given reaction. (1) Reactant: [C:1]([CH:4]([CH3:26])[CH2:5][CH2:6][N:7]1[C:11]2[CH:12]=[CH:13][CH:14]=[C:15]([CH3:16])[C:10]=2[N:9]=[C:8]1[CH2:17][O:18][C:19]1[CH:24]=[CH:23][C:22]([Cl:25])=[CH:21][CH:20]=1)(O)=[O:2].[NH2:27][CH2:28][CH2:29][CH2:30][N:31]1[CH2:36][CH2:35][CH2:34][CH2:33][CH2:32]1.ON1C2C=CC=CC=2N=N1.C1(N=C=NC2CCCCC2)CCCCC1. Product: [N:31]1([CH2:30][CH2:29][CH2:28][NH:27][C:1]([CH:4]([CH3:26])[CH2:5][CH2:6][N:7]2[C:11]3[CH:12]=[CH:13][CH:14]=[C:15]([CH3:16])[C:10]=3[N:9]=[C:8]2[CH2:17][O:18][C:19]2[CH:24]=[CH:23][C:22]([Cl:25])=[CH:21][CH:20]=2)=[O:2])[CH2:36][CH2:35][CH2:34][CH2:33][CH2:32]1. The catalyst class is: 9. (2) Reactant: [OH:1][C:2]1[CH:3]=[C:4]2[C:9](=[CH:10][CH:11]=1)[N:8]=[CH:7][C:6]([C:12]([O:14][CH3:15])=[O:13])=[CH:5]2.C(N(CC)CC)C.[C:23]1(B(O)O)[CH:28]=[CH:27][CH:26]=[CH:25][CH:24]=1. Product: [O:1]([C:2]1[CH:3]=[C:4]2[C:9](=[CH:10][CH:11]=1)[N:8]=[CH:7][C:6]([C:12]([O:14][CH3:15])=[O:13])=[CH:5]2)[C:23]1[CH:28]=[CH:27][CH:26]=[CH:25][CH:24]=1. The catalyst class is: 302. (3) Reactant: [Si:1]([O:8][CH2:9]/[CH:10]=[CH:11]/[C:12]([OH:14])=O)([C:4]([CH3:7])([CH3:6])[CH3:5])([CH3:3])[CH3:2].C(Cl)(=O)C(C)(C)C.[C:22]1([C@H:28]2[CH2:32][O:31][C:30](=[O:33])[NH:29]2)[CH:27]=[CH:26][CH:25]=[CH:24][CH:23]=1.C([Li])CCC.O1CCNC1=O. Product: [Si:1]([O:8][CH2:9]/[CH:10]=[CH:11]/[C:12]([N:29]1[C@@H:28]([C:22]2[CH:27]=[CH:26][CH:25]=[CH:24][CH:23]=2)[CH2:32][O:31][C:30]1=[O:33])=[O:14])([C:4]([CH3:5])([CH3:6])[CH3:7])([CH3:2])[CH3:3]. The catalyst class is: 1. (4) Reactant: [Mg].II.Br[CH2:5][CH2:6][CH2:7][C:8]1[CH:13]=[CH:12][CH:11]=[CH:10][CH:9]=1.C[O:15][B:16](OC)[O:17]C. Product: [CH2:7]([C:8]1[CH:13]=[CH:12][C:11]([B:16]([OH:17])[OH:15])=[CH:10][CH:9]=1)[CH2:6][CH3:5]. The catalyst class is: 365.